Dataset: Full USPTO retrosynthesis dataset with 1.9M reactions from patents (1976-2016). Task: Predict the reactants needed to synthesize the given product. Given the product [CH3:14][O:15][C:16](=[O:19])[CH2:17][NH:18][C:10]([C@H:2]1[CH2:3][C:4]2[C:9](=[CH:8][CH:7]=[CH:6][CH:5]=2)[NH:1]1)=[O:12], predict the reactants needed to synthesize it. The reactants are: [NH:1]1[C:9]2[C:4](=[CH:5][CH:6]=[CH:7][CH:8]=2)[CH2:3][C@@H:2]1[C:10]([OH:12])=O.Cl.[CH3:14][O:15][C:16](=[O:19])[CH2:17][NH2:18].F[P-](F)(F)(F)(F)F.N1(O[P+](N(C)C)(N(C)C)N(C)C)C2C=CC=CC=2N=N1.CCN(C(C)C)C(C)C.